From a dataset of Reaction yield outcomes from USPTO patents with 853,638 reactions. Predict the reaction yield, written as a fraction of the theoretical maximum amount of product (1.0 means a 100% yield; for example, 0.34 means a 34% yield). (1) The reactants are N(OCCC(C)C)=O.[F:9][C:10]([F:23])([F:22])[O:11][C:12]1[CH:21]=[CH:20][C:15]2[N:16]=[C:17](N)[S:18][C:14]=2[CH:13]=1.[ClH:24]. The catalyst is C(#N)C.[Cu](Cl)Cl. The product is [Cl:24][C:17]1[S:18][C:14]2[CH:13]=[C:12]([O:11][C:10]([F:23])([F:22])[F:9])[CH:21]=[CH:20][C:15]=2[N:16]=1. The yield is 1.00. (2) The reactants are [Cl:1][C:2]1[CH:7]=[CH:6][C:5]([S:8]([NH:11][C:12]2([CH2:18][OH:19])[CH2:17][CH2:16][CH2:15][CH2:14][CH2:13]2)(=[O:10])=[O:9])=[CH:4][CH:3]=1.C(=O)([O-])[O-].[Cs+].[Cs+].Br[CH2:27][C:28]1[CH:33]=[CH:32][C:31]([C:34]2[N:38]=[CH:37][O:36][N:35]=2)=[CH:30][CH:29]=1.BrC1C=CC(CN(C2(CO)CCCCC2)S(C2C=CC(Cl)=CC=2)(=O)=O)=CC=1. No catalyst specified. The product is [O:36]1[CH:37]=[N:38][C:34]([C:31]2[CH:32]=[CH:33][C:28]([CH2:27][N:11]([C:12]3([CH2:18][OH:19])[CH2:17][CH2:16][CH2:15][CH2:14][CH2:13]3)[S:8]([C:5]3[CH:6]=[CH:7][C:2]([Cl:1])=[CH:3][CH:4]=3)(=[O:9])=[O:10])=[CH:29][CH:30]=2)=[N:35]1. The yield is 0.0900. (3) The reactants are [C:1]([O:4][C:5]([CH3:25])([CH2:7][CH2:8][CH2:9][N:10]1[CH2:19][C@@H:18]2[CH2:20][O:21][CH2:22][CH2:23][N:17]2[C:16]2[N:15]=[C:14](Cl)[N:13]=[CH:12][C:11]1=2)[CH3:6])(=[O:3])[CH3:2].[NH:26]1[C:34]2[CH:33]=[CH:32][CH:31]=[C:30](B(O)O)[C:29]=2[CH:28]=[CH:27]1. The catalyst is Cl[Pd]Cl.C1(P(C2C=CC=CC=2)[C-]2C=CC=C2)C=CC=CC=1.[C-]1(P(C2C=CC=CC=2)C2C=CC=CC=2)C=CC=C1.[Fe+2]. The product is [C:1]([O:4][C:5]([CH3:25])([CH2:7][CH2:8][CH2:9][N:10]1[CH2:19][C@@H:18]2[CH2:20][O:21][CH2:22][CH2:23][N:17]2[C:16]2[N:15]=[C:14]([C:30]3[CH:31]=[CH:32][CH:33]=[C:34]4[C:29]=3[CH:28]=[CH:27][NH:26]4)[N:13]=[CH:12][C:11]1=2)[CH3:6])(=[O:3])[CH3:2]. The yield is 0.270. (4) The reactants are [Na].[O:2]1[CH:6]=[CH:5][CH:4]=[C:3]1[C:7](=O)[CH2:8][C:9]1[CH:14]=[CH:13][N:12]=[CH:11][CH:10]=1.[O:16]1[CH:20]=[CH:19][CH:18]=[C:17]1[CH:21]=O.Cl.[NH2:24][C:25]([NH2:27])=[NH:26]. The catalyst is C(O)C. The product is [O:2]1[CH:6]=[CH:5][CH:4]=[C:3]1[C:7]1[C:8]([C:9]2[CH:14]=[CH:13][N:12]=[CH:11][CH:10]=2)=[C:21]([C:17]2[O:16][CH:20]=[CH:19][CH:18]=2)[N:26]=[C:25]([NH2:27])[N:24]=1. The yield is 0.410.